Dataset: Forward reaction prediction with 1.9M reactions from USPTO patents (1976-2016). Task: Predict the product of the given reaction. Given the reactants [CH3:1][O:2][C:3]1[CH:4]=[C:5]([CH2:9][CH2:10][NH2:11])[CH:6]=[CH:7][CH:8]=1.C1COCC1.CCN(CC)CC.Cl[C:25]([O:27][CH3:28])=[O:26], predict the reaction product. The product is: [CH3:28][O:27][C:25](=[O:26])[NH:11][CH2:10][CH2:9][C:5]1[CH:6]=[CH:7][CH:8]=[C:3]([O:2][CH3:1])[CH:4]=1.